Dataset: Full USPTO retrosynthesis dataset with 1.9M reactions from patents (1976-2016). Task: Predict the reactants needed to synthesize the given product. (1) Given the product [ClH:1].[C:26]([C:28]1[N:33]=[CH:32][C:31]([NH:34][C:35]([N:2]2[CH2:7][CH2:6][C:5](=[CH:8][C:9]3[CH:25]=[CH:24][CH:23]=[C:11]([O:12][C:13]4[CH:18]=[CH:17][C:16]([C:19]([F:22])([F:20])[F:21])=[CH:15][N:14]=4)[CH:10]=3)[CH2:4][CH2:3]2)=[O:36])=[CH:30][CH:29]=1)#[N:27], predict the reactants needed to synthesize it. The reactants are: [ClH:1].[NH:2]1[CH2:7][CH2:6][C:5](=[CH:8][C:9]2[CH:10]=[C:11]([CH:23]=[CH:24][CH:25]=2)[O:12][C:13]2[CH:18]=[CH:17][C:16]([C:19]([F:22])([F:21])[F:20])=[CH:15][N:14]=2)[CH2:4][CH2:3]1.[C:26]([C:28]1[N:33]=[CH:32][C:31]([NH:34][C:35](=O)[O:36]C2C=CC=CC=2)=[CH:30][CH:29]=1)#[N:27].NC1C=NC(C#N)=CC=1.C(N(C(C)C)CC)(C)C.Cl. (2) Given the product [Cl:28][C:26]1[CH:27]=[C:22]([CH:23]=[C:24]([Cl:30])[C:25]=1[Cl:29])[CH2:21][N:19]1[CH:20]=[C:16]([C:14]2[N:15]=[C:10]3[S:9][C:8]([OH:32])=[N:31][C:11]3=[N:12][CH:13]=2)[N:17]=[N:18]1, predict the reactants needed to synthesize it. The reactants are: C(OCCS[C:8]1[S:9][C:10]2[C:11]([N:31]=1)=[N:12][CH:13]=[C:14]([C:16]1[N:17]=[N:18][N:19]([CH2:21][C:22]3[CH:27]=[C:26]([Cl:28])[C:25]([Cl:29])=[C:24]([Cl:30])[CH:23]=3)[CH:20]=1)[N:15]=2)(=O)C.[OH-:32].[Na+]. (3) The reactants are: [CH2:1]([O:3][C:4](=[O:17])[C:5]([O:8][C:9]1[CH:14]=[CH:13][C:12]([OH:15])=[CH:11][C:10]=1[CH3:16])([CH3:7])[CH3:6])[CH3:2].Cl[CH2:19][C:20]1[C:21]([CH2:36][O:37][CH3:38])=[N:22][C:23]([C:26]2[CH:31]=[CH:30][C:29]([C:32]([F:35])([F:34])[F:33])=[CH:28][CH:27]=2)=[CH:24][CH:25]=1.C([O-])([O-])=O.[Cs+].[Cs+]. Given the product [CH2:1]([O:3][C:4](=[O:17])[C:5]([O:8][C:9]1[CH:14]=[CH:13][C:12]([O:15][CH2:19][C:20]2[C:21]([CH2:36][O:37][CH3:38])=[N:22][C:23]([C:26]3[CH:27]=[CH:28][C:29]([C:32]([F:35])([F:33])[F:34])=[CH:30][CH:31]=3)=[CH:24][CH:25]=2)=[CH:11][C:10]=1[CH3:16])([CH3:6])[CH3:7])[CH3:2], predict the reactants needed to synthesize it. (4) Given the product [C:1]([O:5][C:6](=[O:40])[N:7]([CH:9]1[CH2:14][CH2:13][CH:12]([N:15]([C:16]([C:18]2[S:22][C:21]3[C:23]([F:28])=[CH:24][CH:25]=[C:26]([F:27])[C:20]=3[C:19]=2[Cl:29])=[O:17])[CH2:30][C:31]2[CH:36]=[C:35]([C:49]3[CH:48]=[CH:47][C:46]([S:43]([CH2:41][CH3:42])(=[O:45])=[O:44])=[CH:51][CH:50]=3)[CH:34]=[CH:33][C:32]=2[O:38][CH3:39])[CH2:11][CH2:10]1)[CH3:8])([CH3:4])([CH3:3])[CH3:2], predict the reactants needed to synthesize it. The reactants are: [C:1]([O:5][C:6](=[O:40])[N:7]([CH:9]1[CH2:14][CH2:13][CH:12]([N:15]([CH2:30][C:31]2[CH:36]=[C:35](Br)[CH:34]=[CH:33][C:32]=2[O:38][CH3:39])[C:16]([C:18]2[S:22][C:21]3[C:23]([F:28])=[CH:24][CH:25]=[C:26]([F:27])[C:20]=3[C:19]=2[Cl:29])=[O:17])[CH2:11][CH2:10]1)[CH3:8])([CH3:4])([CH3:3])[CH3:2].[CH2:41]([S:43]([C:46]1[CH:51]=[CH:50][C:49](B(O)O)=[CH:48][CH:47]=1)(=[O:45])=[O:44])[CH3:42]. (5) Given the product [C:8]([O:12][C:13]([N:15]1[CH2:20][CH2:19][O:18][CH2:17][C@H:16]1[CH2:21][C:22]1[CH:23]=[CH:24][CH:25]=[C:26]([C:2]2[N:7]=[CH:6][CH:5]=[CH:4][N:3]=2)[CH:27]=1)=[O:14])([CH3:11])([CH3:9])[CH3:10], predict the reactants needed to synthesize it. The reactants are: Br[C:2]1[N:7]=[CH:6][CH:5]=[CH:4][N:3]=1.[C:8]([O:12][C:13]([N:15]1[CH2:20][CH2:19][O:18][CH2:17][C@H:16]1[CH2:21][C:22]1[CH:27]=[CH:26][CH:25]=[C:24](B2OC(C)(C)C(C)(C)O2)[CH:23]=1)=[O:14])([CH3:11])([CH3:10])[CH3:9].CCO.C([O-])([O-])=O.[Na+].[Na+]. (6) Given the product [CH3:1][C:2]1[CH:6]=[CH:5][NH:4][C:3]=1[C:7]([OH:9])=[O:8], predict the reactants needed to synthesize it. The reactants are: [CH3:1][C:2]1[CH:6]=[CH:5][NH:4][C:3]=1[C:7]([O:9]C)=[O:8].[OH-].[Na+]. (7) Given the product [Br:12][C:9]1[N:10]=[CH:11][C:6]([CH:3]([OH:5])[CH3:4])=[CH:7][CH:8]=1, predict the reactants needed to synthesize it. The reactants are: [BH4-].[Na+].[C:3]([C:6]1[CH:7]=[CH:8][C:9]([Br:12])=[N:10][CH:11]=1)(=[O:5])[CH3:4].